This data is from Forward reaction prediction with 1.9M reactions from USPTO patents (1976-2016). The task is: Predict the product of the given reaction. (1) The product is: [CH2:67]([O:74][C:75]1[CH:76]=[CH:77][C:78]([C@@H:86]([OH:141])[CH2:87][NH:88][C:89]([CH3:139])([CH3:140])[CH2:90][C:91]2[CH:92]=[C:93]([CH:136]=[CH:137][CH:138]=2)[C:94]([N:96]2[CH2:97][CH2:98][N:99]([C:102]([C:104]3[CH:105]=[C:106]([S:110]([C:113]4[CH:114]=[C:115]5[C:120](=[C:121]([CH3:123])[CH:122]=4)[N:119]=[CH:118][C:117]([C:124]([NH2:126])=[O:125])=[C:116]5[NH:127][C:128]4[CH:133]=[CH:132][CH:131]=[C:130]([O:134][CH3:135])[CH:129]=4)(=[O:111])=[O:112])[CH:107]=[CH:108][CH:109]=3)=[O:103])[CH2:100][CH2:101]2)=[O:95])=[C:79]2[C:84]=1[NH:83][C:82](=[O:85])[CH:81]=[CH:80]2)[C:68]1[CH:69]=[CH:70][CH:71]=[CH:72][CH:73]=1. Given the reactants C(OC1C=CC([C@@H](O)CNCCC2C=CC(NC(C3C=C(S(C4C=C5C(=C(C)C=4)N=CC(C(N)=O)=C5NC4C=CC=C(OC)C=4)(=O)=O)C=CC=3)=O)=CC=2)=C2C=1NC(=O)C=C2)C1C=CC=CC=1.[CH2:67]([O:74][C:75]1[CH:76]=[CH:77][C:78]([C@@H:86]([O:141][Si](C(C)(C)C)(C)C)[CH2:87][NH:88][C:89]([CH3:140])([CH3:139])[CH2:90][C:91]2[CH:92]=[C:93]([CH:136]=[CH:137][CH:138]=2)[C:94]([N:96]2[CH2:101][CH2:100][N:99]([C:102]([C:104]3[CH:105]=[C:106]([S:110]([C:113]4[CH:114]=[C:115]5[C:120](=[C:121]([CH3:123])[CH:122]=4)[N:119]=[CH:118][C:117]([C:124]([NH2:126])=[O:125])=[C:116]5[NH:127][C:128]4[CH:133]=[CH:132][CH:131]=[C:130]([O:134][CH3:135])[CH:129]=4)(=[O:112])=[O:111])[CH:107]=[CH:108][CH:109]=3)=[O:103])[CH2:98][CH2:97]2)=[O:95])=[C:79]2[C:84]=1[NH:83][C:82](=[O:85])[CH:81]=[CH:80]2)[C:68]1[CH:73]=[CH:72][CH:71]=[CH:70][CH:69]=1, predict the reaction product. (2) Given the reactants C(=O)([O-])[O-].[K+].[K+].Br[CH2:8][CH2:9][CH2:10][CH2:11][CH2:12]Br.[F:14][C:15]1[CH:20]=[CH:19][C:18]([C:21]2([NH2:28])[CH2:26][CH:25]3[CH2:27][CH:22]2[CH2:23][CH2:24]3)=[CH:17][CH:16]=1, predict the reaction product. The product is: [F:14][C:15]1[CH:16]=[CH:17][C:18]([C:21]2([N:28]3[CH2:12][CH2:11][CH2:10][CH2:9][CH2:8]3)[CH2:26][CH:25]3[CH2:27][CH:22]2[CH2:23][CH2:24]3)=[CH:19][CH:20]=1. (3) Given the reactants CC(OI1(OC(C)=O)(OC(C)=O)OC(=O)C2C=CC=CC1=2)=O.[Cl:23][C:24]1[CH:25]=[C:26]([CH:31]([OH:51])[CH2:32][CH2:33][CH2:34][C:35]#[C:36][C:37]2[CH:42]=[CH:41][C:40]([N:43]3[CH:47]=[N:46][C:45]([CH3:48])=[N:44]3)=[C:39]([O:49][CH3:50])[CH:38]=2)[CH:27]=[CH:28][C:29]=1[Cl:30].C(=O)([O-])O.[Na+].S([O-])([O-])(=O)=S.[Na+].[Na+], predict the reaction product. The product is: [Cl:23][C:24]1[CH:25]=[C:26]([C:31](=[O:51])[CH2:32][CH2:33][CH2:34][C:35]#[C:36][C:37]2[CH:42]=[CH:41][C:40]([N:43]3[CH:47]=[N:46][C:45]([CH3:48])=[N:44]3)=[C:39]([O:49][CH3:50])[CH:38]=2)[CH:27]=[CH:28][C:29]=1[Cl:30]. (4) Given the reactants [OH:1][C:2]1[C:7]([C@@H:8]2[CH2:12][CH2:11][N:10]([CH3:13])[C@H:9]2[CH2:14][OH:15])=[C:6]([O:16][CH3:17])[CH:5]=[C:4]([O:18][CH3:19])[C:3]=1[C:20](=[O:22])[CH3:21].[Cl:23][C:24]1[CH:33]=[C:32]([O:34][CH3:35])[CH:31]=[CH:30][C:25]=1[C:26](OC)=O.[H-].[Na+], predict the reaction product. The product is: [Cl:23][C:24]1[CH:33]=[C:32]([O:34][CH3:35])[CH:31]=[CH:30][C:25]=1[C:26]1[O:1][C:2]2[C:3]([C:20](=[O:22])[CH:21]=1)=[C:4]([O:18][CH3:19])[CH:5]=[C:6]([O:16][CH3:17])[C:7]=2[C@@H:8]1[CH2:12][CH2:11][N:10]([CH3:13])[C@H:9]1[CH2:14][OH:15].